This data is from Forward reaction prediction with 1.9M reactions from USPTO patents (1976-2016). The task is: Predict the product of the given reaction. The product is: [C:13]([O:12][C:10]([N:9]([CH2:17][C:18]([O:20][C:21]([CH3:24])([CH3:23])[CH3:22])=[O:19])[C:7]1[CH:6]=[CH:5][CH:4]=[C:3]([CH2:2][NH:1][S:32]([C:29]2[CH:30]=[CH:31][C:26]([F:25])=[CH:27][CH:28]=2)(=[O:34])=[O:33])[N:8]=1)=[O:11])([CH3:16])([CH3:15])[CH3:14]. Given the reactants [NH2:1][CH2:2][C:3]1[N:8]=[C:7]([N:9]([CH2:17][C:18]([O:20][C:21]([CH3:24])([CH3:23])[CH3:22])=[O:19])[C:10]([O:12][C:13]([CH3:16])([CH3:15])[CH3:14])=[O:11])[CH:6]=[CH:5][CH:4]=1.[F:25][C:26]1[CH:31]=[CH:30][C:29]([S:32](Cl)(=[O:34])=[O:33])=[CH:28][CH:27]=1, predict the reaction product.